This data is from Forward reaction prediction with 1.9M reactions from USPTO patents (1976-2016). The task is: Predict the product of the given reaction. (1) Given the reactants Cl[C:2]1[C:11]([CH3:12])=[C:10]([Cl:13])[C:9]2[C:4](=[CH:5][C:6]([F:15])=[CH:7][C:8]=2[F:14])[N:3]=1.[Br-].[CH2:17]([Zn+])[C:18]1[CH:23]=[CH:22][CH:21]=[CH:20][CH:19]=1.[Cl-].[NH4+], predict the reaction product. The product is: [CH2:17]([C:2]1[C:11]([CH3:12])=[C:10]([Cl:13])[C:9]2[C:4](=[CH:5][C:6]([F:15])=[CH:7][C:8]=2[F:14])[N:3]=1)[C:18]1[CH:23]=[CH:22][CH:21]=[CH:20][CH:19]=1. (2) Given the reactants [CH2:1]([C:3]1[CH:12]=[CH:11][C:10]2[C:5](=[C:6]([O:14][CH3:15])[CH:7]=[CH:8][C:9]=2I)[N:4]=1)[CH3:2].C([Mg]Cl)(C)C.C1C[O:24][CH2:23][CH2:22]1.C(OC(=O)C)(=O)C.[Cl-].[NH4+], predict the reaction product. The product is: [C:23]([C:9]1[CH:8]=[CH:7][C:6]([O:14][CH3:15])=[C:5]2[C:10]=1[CH:11]=[CH:12][C:3]([CH2:1][CH3:2])=[N:4]2)(=[O:24])[CH3:22]. (3) Given the reactants Br[C:2]1[CH:10]=[CH:9][C:5]([C:6]([OH:8])=[O:7])=[CH:4][C:3]=1[CH3:11].C([Li])CCC.[C:17]1(=[O:22])[CH2:21][CH2:20][CH2:19][CH2:18]1, predict the reaction product. The product is: [OH:22][C:17]1([C:2]2[CH:10]=[CH:9][C:5]([C:6]([OH:8])=[O:7])=[CH:4][C:3]=2[CH3:11])[CH2:21][CH2:20][CH2:19][CH2:18]1. (4) The product is: [Cl:34][CH2:35][C:36]([NH:1][C:2]1[CH:27]=[CH:26][CH:25]=[C:24]2[C:3]=1[C:4](=[O:28])[C:5]1[C:6]2=[N:7][NH:8][C:9]=1[C:10]1[CH:11]=[CH:12][C:13]([O:16][CH3:17])=[CH:14][CH:15]=1)=[O:37]. Given the reactants [NH2:1][C:2]1[CH:27]=[CH:26][CH:25]=[C:24]2[C:3]=1[C:4](=[O:28])[C:5]1[C:6]2=[N:7][N:8](C2C=CC=CC=2)[C:9]=1[C:10]1[CH:15]=[CH:14][C:13]([O:16][CH3:17])=[CH:12][CH:11]=1.C([O-])(O)=O.[Na+].[Cl:34][CH2:35][C:36](Cl)=[O:37].O, predict the reaction product. (5) Given the reactants [CH2:1]([C:3]1[CH:8]=[CH:7][C:6]([CH:9]2[CH2:14][N:13]([C:15]([N:17]3[CH2:22][CH2:21][CH:20]([OH:23])[CH2:19][CH2:18]3)=[O:16])[CH2:12][CH:11]([C:24]([OH:26])=O)[CH2:10]2)=[CH:5][CH:4]=1)[CH3:2].O[NH:28][C:29]([C:31]1[CH:36]=[N:35][CH:34]=[CH:33][N:32]=1)=[NH:30], predict the reaction product. The product is: [CH2:1]([C:3]1[CH:8]=[CH:7][C:6]([CH:9]2[CH2:10][CH:11]([C:24]3[O:26][N:30]=[C:29]([C:31]4[CH:36]=[N:35][CH:34]=[CH:33][N:32]=4)[N:28]=3)[CH2:12][N:13]([C:15]([N:17]3[CH2:22][CH2:21][CH:20]([OH:23])[CH2:19][CH2:18]3)=[O:16])[CH2:14]2)=[CH:5][CH:4]=1)[CH3:2]. (6) Given the reactants Br[C:2]1[CH:3]=[CH:4][C:5]([O:19][CH:20]([CH2:24][CH2:25][CH3:26])[CH2:21][CH2:22][CH3:23])=[C:6]([NH:8][C:9]([NH:11][C:12]2[CH:17]=[CH:16][C:15]([CH3:18])=[CH:14][CH:13]=2)=[O:10])[CH:7]=1.[C:27]([C:30]1[CH:35]=[CH:34][CH:33]=[CH:32][C:31]=1B(O)O)([OH:29])=[O:28].BrC1C=C(C(C2C=CC=CC=2)C=C)C(OCCC)=C(NC(NC2C=CC(C)=CC=2)=O)C=1, predict the reaction product. The product is: [CH3:23][CH2:22][CH2:21][CH:20]([O:19][C:5]1[CH:4]=[CH:3][C:2]([C:31]2[C:30]([C:27]([OH:29])=[O:28])=[CH:35][CH:34]=[CH:33][CH:32]=2)=[CH:7][C:6]=1[NH:8][C:9]([NH:11][C:12]1[CH:17]=[CH:16][C:15]([CH3:18])=[CH:14][CH:13]=1)=[O:10])[CH2:24][CH2:25][CH3:26]. (7) Given the reactants [F:1][C:2]1[CH:3]=[C:4]([C:10]2[N:11]=[C:12]([S:33]([CH3:36])(=[O:35])=[O:34])[C:13]3[CH:18]=[CH:17][N:16]([C:19]4[CH:24]=[CH:23][C:22]([CH2:25][C:26]([O:28]C(C)(C)C)=[O:27])=[CH:21][CH:20]=4)[C:14]=3[N:15]=2)[CH:5]=[CH:6][C:7]=1[O:8][CH3:9].FC(F)(F)C(O)=O, predict the reaction product. The product is: [F:1][C:2]1[CH:3]=[C:4]([C:10]2[N:11]=[C:12]([S:33]([CH3:36])(=[O:35])=[O:34])[C:13]3[CH:18]=[CH:17][N:16]([C:19]4[CH:20]=[CH:21][C:22]([CH2:25][C:26]([OH:28])=[O:27])=[CH:23][CH:24]=4)[C:14]=3[N:15]=2)[CH:5]=[CH:6][C:7]=1[O:8][CH3:9].